From a dataset of Forward reaction prediction with 1.9M reactions from USPTO patents (1976-2016). Predict the product of the given reaction. (1) Given the reactants [C:1]([CH2:3][CH2:4][CH:5]([C:11]1[CH:16]=[CH:15][CH:14]=[CH:13][CH:12]=1)[C:6](OCC)=[O:7])#[N:2], predict the reaction product. The product is: [C:11]1([CH:5]2[CH2:4][CH2:3][CH2:1][NH:2][C:6]2=[O:7])[CH:16]=[CH:15][CH:14]=[CH:13][CH:12]=1. (2) Given the reactants C1(O[C:8](=[O:26])[NH:9][C:10]2[CH:15]=[C:14]([C:16]([CH3:19])([CH3:18])[CH3:17])[CH:13]=[C:12]([C:20](=[O:23])[NH:21][CH3:22])[C:11]=2[O:24][CH3:25])C=CC=CC=1.[NH2:27][C:28]1[C:37]2[C:32](=[CH:33][CH:34]=[CH:35][CH:36]=2)[C:31]([O:38][C:39]2[CH:44]=[CH:43][N:42]=[C:41]([NH:45][C:46]3[CH:51]=[C:50]([O:52][CH2:53][CH2:54][O:55][CH2:56][CH2:57][O:58][CH2:59][CH2:60][O:61][CH3:62])[CH:49]=[C:48]([O:63][CH3:64])[CH:47]=3)[CH:40]=2)=[CH:30][CH:29]=1.CCN(CC)CC, predict the reaction product. The product is: [C:16]([C:14]1[CH:15]=[C:10]([NH:9][C:8]([NH:27][C:28]2[C:37]3[C:32](=[CH:33][CH:34]=[CH:35][CH:36]=3)[C:31]([O:38][C:39]3[CH:44]=[CH:43][N:42]=[C:41]([NH:45][C:46]4[CH:51]=[C:50]([O:52][CH2:53][CH2:54][O:55][CH2:56][CH2:57][O:58][CH2:59][CH2:60][O:61][CH3:62])[CH:49]=[C:48]([O:63][CH3:64])[CH:47]=4)[CH:40]=3)=[CH:30][CH:29]=2)=[O:26])[C:11]([O:24][CH3:25])=[C:12]([CH:13]=1)[C:20]([NH:21][CH3:22])=[O:23])([CH3:17])([CH3:18])[CH3:19]. (3) Given the reactants [N:1]1[CH:6]=[CH:5][CH:4]=[C:3]([NH2:7])[CH:2]=1.CCOCC.[C:13](Cl)(=[O:18])[C:14]([CH3:17])([CH3:16])[CH3:15].CCN(CC)CC, predict the reaction product. The product is: [CH3:15][C:14]([CH3:17])([CH3:16])[C:13]([NH:7][C:3]1[CH:2]=[N:1][CH:6]=[CH:5][CH:4]=1)=[O:18].